Predict which catalyst facilitates the given reaction. From a dataset of Catalyst prediction with 721,799 reactions and 888 catalyst types from USPTO. (1) Reactant: [Br:1][C:2]1[CH:3]=[C:4]([C:8]2(O)[CH2:11][N:10]([C:12]([O:14][C:15]([CH3:18])([CH3:17])[CH3:16])=[O:13])[CH2:9]2)[CH:5]=[CH:6][CH:7]=1.CCN(S(F)(F)[F:26])CC. Product: [Br:1][C:2]1[CH:3]=[C:4]([C:8]2([F:26])[CH2:11][N:10]([C:12]([O:14][C:15]([CH3:18])([CH3:17])[CH3:16])=[O:13])[CH2:9]2)[CH:5]=[CH:6][CH:7]=1. The catalyst class is: 2. (2) Reactant: [Cl:1][C:2]1[CH:7]=[CH:6][CH:5]=[C:4]([CH2:8][CH3:9])[C:3]=1[CH:10]([C:12]1[N:13]=[CH:14][N:15](C(C2C=CC=CC=2)(C2C=CC=CC=2)C2C=CC=CC=2)[CH:16]=1)[OH:11].C([SiH](CC)CC)C.FC(F)(F)C(O)=O. Product: [Cl:1][C:2]1[CH:7]=[CH:6][CH:5]=[C:4]([CH2:8][CH3:9])[C:3]=1[CH:10]([C:12]1[N:13]=[CH:14][NH:15][CH:16]=1)[OH:11]. The catalyst class is: 4. (3) Reactant: Cl[C:2]1[C:11]([CH:12]=[O:13])=[CH:10][C:9]2[C:4](=[CH:5][C:6]([F:15])=[C:7]([Cl:14])[CH:8]=2)[N:3]=1.[OH2:16]. Product: [Cl:14][C:7]1[CH:8]=[C:9]2[C:4](=[CH:5][C:6]=1[F:15])[NH:3][C:2](=[O:16])[C:11]([CH:12]=[O:13])=[CH:10]2. The catalyst class is: 33. (4) Reactant: [Cl:1][C:2]1[CH:7]=[CH:6][C:5]([NH:8][S:9]([CH2:12]Cl)(=[O:11])=[O:10])=[CH:4][CH:3]=1.Cl.[Cl:15][C:16]1[CH:21]=[CH:20][C:19]([C:22]([C:24]2[C:25]([SH:30])=[N:26][CH:27]=[CH:28][CH:29]=2)=O)=[CH:18][CH:17]=1.O(C)[Na]. Product: [Cl:1][C:2]1[CH:3]=[CH:4][C:5]([NH:8][S:9]([C:12]2[S:30][C:25]3=[N:26][CH:27]=[CH:28][CH:29]=[C:24]3[C:22]=2[C:19]2[CH:20]=[CH:21][C:16]([Cl:15])=[CH:17][CH:18]=2)(=[O:10])=[O:11])=[CH:6][CH:7]=1. The catalyst class is: 3. (5) Reactant: [CH3:1][O:2][CH:3]([P:13](=[O:20])([O:17][CH2:18][CH3:19])[O:14][CH2:15][CH3:16])[C:4]1[CH:9]=[CH:8][C:7]([N+:10]([O-])=O)=[CH:6][CH:5]=1. Product: [NH2:10][C:7]1[CH:8]=[CH:9][C:4]([CH:3]([P:13](=[O:20])([O:14][CH2:15][CH3:16])[O:17][CH2:18][CH3:19])[O:2][CH3:1])=[CH:5][CH:6]=1. The catalyst class is: 352. (6) Reactant: [N+:1]([C:4]1[CH:9]=[CH:8][C:7]([C:10]2[CH:15]=[CH:14][CH:13]=[CH:12][C:11]=2[NH2:16])=[CH:6][CH:5]=1)([O-:3])=[O:2].[C:17](O[C:17]([O:19][C:20]([CH3:23])([CH3:22])[CH3:21])=[O:18])([O:19][C:20]([CH3:23])([CH3:22])[CH3:21])=[O:18]. Product: [C:20]([O:19][C:17](=[O:18])[NH:16][C:11]1[CH:12]=[CH:13][CH:14]=[CH:15][C:10]=1[C:7]1[CH:6]=[CH:5][C:4]([N+:1]([O-:3])=[O:2])=[CH:9][CH:8]=1)([CH3:23])([CH3:22])[CH3:21]. The catalyst class is: 11. (7) Reactant: Cl[C:2]1[N:3]=[C:4]([CH2:11][CH2:12][CH2:13][NH2:14])[C:5]2[S:10][CH2:9][CH2:8][C:6]=2[N:7]=1.[C:15]1([N:21]2[CH2:26][CH2:25][NH:24][CH2:23][CH2:22]2)[CH:20]=[CH:19][CH:18]=[CH:17][CH:16]=1. The catalyst class is: 12. Product: [C:15]1([N:21]2[CH2:26][CH2:25][N:24]([C:2]3[N:3]=[C:4]([CH2:11][CH2:12][CH2:13][NH2:14])[C:5]4[S:10][CH2:9][CH2:8][C:6]=4[N:7]=3)[CH2:23][CH2:22]2)[CH:20]=[CH:19][CH:18]=[CH:17][CH:16]=1.